This data is from NCI-60 drug combinations with 297,098 pairs across 59 cell lines. The task is: Regression. Given two drug SMILES strings and cell line genomic features, predict the synergy score measuring deviation from expected non-interaction effect. (1) Drug 1: CC1=C2C(C(=O)C3(C(CC4C(C3C(C(C2(C)C)(CC1OC(=O)C(C(C5=CC=CC=C5)NC(=O)OC(C)(C)C)O)O)OC(=O)C6=CC=CC=C6)(CO4)OC(=O)C)OC)C)OC. Drug 2: CC1=CC=C(C=C1)C2=CC(=NN2C3=CC=C(C=C3)S(=O)(=O)N)C(F)(F)F. Cell line: MALME-3M. Synergy scores: CSS=30.3, Synergy_ZIP=10.8, Synergy_Bliss=9.67, Synergy_Loewe=-11.1, Synergy_HSA=7.37. (2) Drug 1: C1=NC2=C(N1)C(=S)N=C(N2)N. Drug 2: C1CC(=O)NC(=O)C1N2C(=O)C3=CC=CC=C3C2=O. Cell line: BT-549. Synergy scores: CSS=5.49, Synergy_ZIP=-6.87, Synergy_Bliss=-3.27, Synergy_Loewe=-15.4, Synergy_HSA=-3.72. (3) Drug 1: CC1C(C(CC(O1)OC2CC(CC3=C2C(=C4C(=C3O)C(=O)C5=C(C4=O)C(=CC=C5)OC)O)(C(=O)C)O)N)O.Cl. Drug 2: CC(C)(C#N)C1=CC(=CC(=C1)CN2C=NC=N2)C(C)(C)C#N. Cell line: SF-539. Synergy scores: CSS=17.5, Synergy_ZIP=-9.70, Synergy_Bliss=-4.43, Synergy_Loewe=-9.38, Synergy_HSA=-3.87. (4) Drug 1: CC(C)CN1C=NC2=C1C3=CC=CC=C3N=C2N. Drug 2: CC1C(C(CC(O1)OC2CC(CC3=C2C(=C4C(=C3O)C(=O)C5=CC=CC=C5C4=O)O)(C(=O)C)O)N)O. Cell line: KM12. Synergy scores: CSS=32.2, Synergy_ZIP=2.71, Synergy_Bliss=1.86, Synergy_Loewe=-21.6, Synergy_HSA=0.926. (5) Drug 1: C1CC(=O)NC(=O)C1N2CC3=C(C2=O)C=CC=C3N. Drug 2: C1C(C(OC1N2C=NC(=NC2=O)N)CO)O. Cell line: SF-295. Synergy scores: CSS=11.9, Synergy_ZIP=-4.39, Synergy_Bliss=-0.418, Synergy_Loewe=2.68, Synergy_HSA=2.70.